From a dataset of Catalyst prediction with 721,799 reactions and 888 catalyst types from USPTO. Predict which catalyst facilitates the given reaction. (1) Reactant: CCN(C(C)C)C(C)C.[F:10][C:11]1[CH:12]=[C:13]([N:18]2[CH:22]=[C:21]([C:23]([OH:25])=O)[N:20]=[N:19]2)[CH:14]=[C:15]([F:17])[CH:16]=1.C1C=CC2N(O)N=NC=2C=1.CCN=C=NCCCN(C)C.Cl.[NH2:48][CH2:49][C:50]([N:52]1[CH2:57][CH2:56][CH:55]([O:58][C:59]2[CH:60]=[N:61][CH:62]=[C:63]([Cl:65])[CH:64]=2)[CH2:54][CH2:53]1)=[O:51]. Product: [Cl:65][C:63]1[CH:64]=[C:59]([O:58][CH:55]2[CH2:54][CH2:53][N:52]([C:50](=[O:51])[CH2:49][NH:48][C:23]([C:21]3[N:20]=[N:19][N:18]([C:13]4[CH:14]=[C:15]([F:17])[CH:16]=[C:11]([F:10])[CH:12]=4)[CH:22]=3)=[O:25])[CH2:57][CH2:56]2)[CH:60]=[N:61][CH:62]=1. The catalyst class is: 18. (2) Reactant: [CH:1]1([C:7]2[CH:12]=[C:11]([CH:13]3[CH2:18][CH2:17][CH2:16][CH2:15][CH2:14]3)[CH:10]=[C:9]([CH:19]3[CH2:24][CH2:23][CH2:22][CH2:21][CH2:20]3)[CH:8]=2)[CH2:6][CH2:5][CH2:4][CH2:3][CH2:2]1.Cl[S:26]([OH:29])(=[O:28])=[O:27].[OH-].[Na+:31].C(O)C. Product: [CH:1]1([C:7]2([S:26]([O-:29])(=[O:28])=[O:27])[CH:12]=[C:11]([CH:13]3[CH2:18][CH2:17][CH2:16][CH2:15][CH2:14]3)[CH:10]=[C:9]([CH:19]3[CH2:20][CH2:21][CH2:22][CH2:23][CH2:24]3)[CH2:8]2)[CH2:6][CH2:5][CH2:4][CH2:3][CH2:2]1.[Na+:31]. The catalyst class is: 2. (3) Reactant: [CH3:1][O:2][C:3]1[CH:8]=[CH:7][CH:6]=[CH:5][C:4]=1[CH2:9][C:10]([OH:12])=O.CN(C(ON1N=NC2C=CC=NC1=2)=[N+](C)C)C.F[P-](F)(F)(F)(F)F.CCN(C(C)C)C(C)C.[NH2:46][C:47]1[CH:48]=[C:49]([C:53]#[C:54][C:55]2[C:56]([NH2:62])=[N:57][CH:58]=[N:59][C:60]=2[NH2:61])[CH:50]=[CH:51][CH:52]=1. Product: [NH2:61][C:60]1[C:55]([C:54]#[C:53][C:49]2[CH:48]=[C:47]([NH:46][C:10](=[O:12])[CH2:9][C:4]3[CH:5]=[CH:6][CH:7]=[CH:8][C:3]=3[O:2][CH3:1])[CH:52]=[CH:51][CH:50]=2)=[C:56]([NH2:62])[N:57]=[CH:58][N:59]=1. The catalyst class is: 3. (4) Reactant: [CH3:1][C:2]1[CH:16]=[C:5]2[C:6]3[CH:12]([CH2:13][CH2:14][NH2:15])[CH2:11][CH2:10][C:7]=3[CH:8]=[CH:9][N:4]2[N:3]=1.C(N(CC)CC)C.[CH:24]1([C:27](Cl)=[O:28])[CH2:26][CH2:25]1. Product: [CH3:1][C:2]1[CH:16]=[C:5]2[C:6]3[CH:12]([CH2:13][CH2:14][NH:15][C:27]([CH:24]4[CH2:26][CH2:25]4)=[O:28])[CH2:11][CH2:10][C:7]=3[CH:8]=[CH:9][N:4]2[N:3]=1. The catalyst class is: 685. (5) Reactant: [CH:1]([C:3]1[S:7][C:6]([NH:8][CH2:9][C:10]([O:12]C(C)(C)C)=[O:11])=[N:5][CH:4]=1)=[O:2].C(O)(C(F)(F)F)=O. Product: [CH:1]([C:3]1[S:7][C:6]([NH:8][CH2:9][C:10]([OH:12])=[O:11])=[N:5][CH:4]=1)=[O:2]. The catalyst class is: 2. (6) Reactant: [F:1][C:2]([F:11])([F:10])[C:3]1[CH:8]=[CH:7][C:6]([SH:9])=[CH:5][CH:4]=1.C([O-])([O-])=O.[K+].[K+].[CH3:18][O:19][C:20](=[O:38])[CH2:21][C:22]1[C:23]([CH3:37])=[N:24][N:25]([CH2:28][C:29]2[CH:34]=[CH:33][C:32]([CH2:35]Cl)=[CH:31][CH:30]=2)[C:26]=1[CH3:27].C(OCC)(=O)C. Product: [CH3:18][O:19][C:20](=[O:38])[CH2:21][C:22]1[C:23]([CH3:37])=[N:24][N:25]([CH2:28][C:29]2[CH:30]=[CH:31][C:32]([CH2:35][S:9][C:6]3[CH:5]=[CH:4][C:3]([C:2]([F:1])([F:10])[F:11])=[CH:8][CH:7]=3)=[CH:33][CH:34]=2)[C:26]=1[CH3:27]. The catalyst class is: 35. (7) Reactant: [CH3:1][S-:2].[Na+].Cl[C:5]1[C:10]([NH:11][C:12](=[O:18])[CH2:13][O:14]C(=O)C)=[C:9](Cl)[CH:8]=[C:7]([CH3:20])[N:6]=1.C1OCCOCCOCCOCCOCCOC1.C(Cl)(Cl)Cl.C[S:44]([CH3:46])=O. Product: [CH3:1][S:2][C:5]1[C:10]([NH:11][C:12](=[O:18])[CH2:13][OH:14])=[C:9]([S:44][CH3:46])[CH:8]=[C:7]([CH3:20])[N:6]=1. The catalyst class is: 6. (8) The catalyst class is: 14. Reactant: [F:1][C:2]1[CH:7]=[CH:6][C:5]([CH2:8][C:9]#[N:10])=[CH:4][C:3]=1[O:11][CH3:12].[O-]CC.[Na+].[CH:17](=O)[C:18]1[CH:23]=[CH:22][CH:21]=[CH:20][CH:19]=1. Product: [F:1][C:2]1[CH:7]=[CH:6][C:5]([C:8](=[CH:17][C:18]2[CH:23]=[CH:22][CH:21]=[CH:20][CH:19]=2)[C:9]#[N:10])=[CH:4][C:3]=1[O:11][CH3:12].